Dataset: Forward reaction prediction with 1.9M reactions from USPTO patents (1976-2016). Task: Predict the product of the given reaction. (1) Given the reactants [F:1][C:2]1[CH:7]=[C:6]([F:8])[CH:5]=[CH:4][C:3]=1[C:9]1[NH:13][C:12]([C:14]2([C:17](OC)=[O:18])[CH2:16][CH2:15]2)=[N:11][C:10]=1[C:21]1[N:26]=[C:25]2[O:27][C:28]([NH:30][C@@H:31]([CH3:36])[CH2:32][O:33][CH2:34][CH3:35])=[N:29][C:24]2=[CH:23][CH:22]=1.C1COCC1.[BH4-].[Li+], predict the reaction product. The product is: [F:1][C:2]1[CH:7]=[C:6]([F:8])[CH:5]=[CH:4][C:3]=1[C:9]1[NH:13][C:12]([C:14]2([CH2:17][OH:18])[CH2:15][CH2:16]2)=[N:11][C:10]=1[C:21]1[N:26]=[C:25]2[O:27][C:28]([NH:30][C@@H:31]([CH3:36])[CH2:32][O:33][CH2:34][CH3:35])=[N:29][C:24]2=[CH:23][CH:22]=1. (2) Given the reactants O[C:2]1[CH:3]=[C:4]2[C:8](=[CH:9][CH:10]=1)[NH:7][CH:6]=[CH:5]2.C(OCC1C=C(Cl)N=CN=1)C1C=CC=CC=1.C1CCN2C(=NCCC2)CC1, predict the reaction product. The product is: [NH:7]1[C:8]2[C:4](=[CH:3][CH:2]=[CH:10][CH:9]=2)[CH:5]=[CH:6]1. (3) Given the reactants [CH3:1][O:2][C:3]([CH:5]1[CH2:13][C:12]2[C:7](=[CH:8][CH:9]=[CH:10][CH:11]=2)[NH:6]1)=[O:4].N1C=CC=CC=1.[Cl:20][C:21]1[CH:22]=[C:23]([S:28](Cl)(=[O:30])=[O:29])[CH:24]=[CH:25][C:26]=1[Cl:27], predict the reaction product. The product is: [Cl:20][C:21]1[CH:22]=[C:23]([S:28]([N:6]2[C:7]3[C:12](=[CH:11][CH:10]=[CH:9][CH:8]=3)[CH2:13][CH:5]2[C:3]([O:2][CH3:1])=[O:4])(=[O:29])=[O:30])[CH:24]=[CH:25][C:26]=1[Cl:27]. (4) Given the reactants F[C:2]1[C:7]([CH3:8])=[CH:6][CH:5]=[CH:4][C:3]=1[N+:9]([O-:11])=[O:10].[Br:12][C:13]1[CH:19]=[CH:18][C:16]([NH2:17])=[CH:15][CH:14]=1.C([O-])(C)(C)C.[K+], predict the reaction product. The product is: [Br:12][C:13]1[CH:19]=[CH:18][C:16]([NH:17][C:2]2[C:3]([N+:9]([O-:11])=[O:10])=[CH:4][CH:5]=[CH:6][C:7]=2[CH3:8])=[CH:15][CH:14]=1. (5) Given the reactants [F:1][C:2]1[CH:7]=[CH:6][C:5]([CH:8]([OH:28])[CH:9]([CH2:15][C:16]2[CH:21]=[CH:20][CH:19]=[C:18]([O:22][CH2:23][C:24]([F:27])([F:26])[F:25])[CH:17]=2)[C:10]([O:12]CC)=[O:11])=[CH:4][CH:3]=1.[OH-].[Na+].Cl, predict the reaction product. The product is: [F:1][C:2]1[CH:7]=[CH:6][C:5]([CH:8]([OH:28])[CH:9]([CH2:15][C:16]2[CH:21]=[CH:20][CH:19]=[C:18]([O:22][CH2:23][C:24]([F:26])([F:27])[F:25])[CH:17]=2)[C:10]([OH:12])=[O:11])=[CH:4][CH:3]=1.